Task: Regression. Given two drug SMILES strings and cell line genomic features, predict the synergy score measuring deviation from expected non-interaction effect.. Dataset: NCI-60 drug combinations with 297,098 pairs across 59 cell lines (1) Drug 1: COC1=C(C=C2C(=C1)N=CN=C2NC3=CC(=C(C=C3)F)Cl)OCCCN4CCOCC4. Drug 2: C1C(C(OC1N2C=NC3=C(N=C(N=C32)Cl)N)CO)O. Cell line: MDA-MB-435. Synergy scores: CSS=11.5, Synergy_ZIP=-1.79, Synergy_Bliss=1.96, Synergy_Loewe=-0.140, Synergy_HSA=0.260. (2) Drug 1: C1C(C(OC1N2C=NC(=NC2=O)N)CO)O. Drug 2: CC12CCC3C(C1CCC2OP(=O)(O)O)CCC4=C3C=CC(=C4)OC(=O)N(CCCl)CCCl.[Na+]. Cell line: T-47D. Synergy scores: CSS=6.38, Synergy_ZIP=-2.07, Synergy_Bliss=-1.68, Synergy_Loewe=-11.7, Synergy_HSA=-3.66. (3) Drug 1: CC=C1C(=O)NC(C(=O)OC2CC(=O)NC(C(=O)NC(CSSCCC=C2)C(=O)N1)C(C)C)C(C)C. Drug 2: CCCCC(=O)OCC(=O)C1(CC(C2=C(C1)C(=C3C(=C2O)C(=O)C4=C(C3=O)C=CC=C4OC)O)OC5CC(C(C(O5)C)O)NC(=O)C(F)(F)F)O. Cell line: HCT-15. Synergy scores: CSS=40.9, Synergy_ZIP=-0.945, Synergy_Bliss=-1.47, Synergy_Loewe=-1.57, Synergy_HSA=-1.37. (4) Drug 1: C1=CC=C(C(=C1)C(C2=CC=C(C=C2)Cl)C(Cl)Cl)Cl. Drug 2: CC1C(C(CC(O1)OC2CC(CC3=C2C(=C4C(=C3O)C(=O)C5=C(C4=O)C(=CC=C5)OC)O)(C(=O)CO)O)N)O.Cl. Cell line: UACC62. Synergy scores: CSS=60.7, Synergy_ZIP=-5.97, Synergy_Bliss=-4.09, Synergy_Loewe=-1.25, Synergy_HSA=0.0187. (5) Drug 1: C1=NC2=C(N1)C(=S)N=CN2. Drug 2: COC1=C2C(=CC3=C1OC=C3)C=CC(=O)O2. Cell line: SNB-19. Synergy scores: CSS=15.6, Synergy_ZIP=1.10, Synergy_Bliss=1.96, Synergy_Loewe=-6.45, Synergy_HSA=0.702. (6) Drug 1: CC1=C(C(CCC1)(C)C)C=CC(=CC=CC(=CC(=O)O)C)C. Drug 2: C(CC(=O)O)C(=O)CN.Cl. Cell line: M14. Synergy scores: CSS=6.81, Synergy_ZIP=-3.92, Synergy_Bliss=-5.61, Synergy_Loewe=-1.24, Synergy_HSA=-3.73. (7) Drug 1: CC1C(C(=O)NC(C(=O)N2CCCC2C(=O)N(CC(=O)N(C(C(=O)O1)C(C)C)C)C)C(C)C)NC(=O)C3=C4C(=C(C=C3)C)OC5=C(C(=O)C(=C(C5=N4)C(=O)NC6C(OC(=O)C(N(C(=O)CN(C(=O)C7CCCN7C(=O)C(NC6=O)C(C)C)C)C)C(C)C)C)N)C. Drug 2: CCC1=C2CN3C(=CC4=C(C3=O)COC(=O)C4(CC)O)C2=NC5=C1C=C(C=C5)O. Cell line: RXF 393. Synergy scores: CSS=2.62, Synergy_ZIP=1.54, Synergy_Bliss=4.12, Synergy_Loewe=-2.82, Synergy_HSA=-0.573. (8) Drug 1: CNC(=O)C1=CC=CC=C1SC2=CC3=C(C=C2)C(=NN3)C=CC4=CC=CC=N4. Drug 2: CC1OCC2C(O1)C(C(C(O2)OC3C4COC(=O)C4C(C5=CC6=C(C=C35)OCO6)C7=CC(=C(C(=C7)OC)O)OC)O)O. Cell line: SW-620. Synergy scores: CSS=47.2, Synergy_ZIP=8.72, Synergy_Bliss=6.82, Synergy_Loewe=-2.39, Synergy_HSA=6.15. (9) Drug 2: C(=O)(N)NO. Synergy scores: CSS=62.0, Synergy_ZIP=8.49, Synergy_Bliss=9.11, Synergy_Loewe=-11.6, Synergy_HSA=10.5. Cell line: RPMI-8226. Drug 1: CCC1=CC2CC(C3=C(CN(C2)C1)C4=CC=CC=C4N3)(C5=C(C=C6C(=C5)C78CCN9C7C(C=CC9)(C(C(C8N6C)(C(=O)OC)O)OC(=O)C)CC)OC)C(=O)OC.C(C(C(=O)O)O)(C(=O)O)O. (10) Drug 1: CCN(CC)CCCC(C)NC1=C2C=C(C=CC2=NC3=C1C=CC(=C3)Cl)OC. Drug 2: COCCOC1=C(C=C2C(=C1)C(=NC=N2)NC3=CC=CC(=C3)C#C)OCCOC.Cl. Cell line: A498. Synergy scores: CSS=22.2, Synergy_ZIP=-6.05, Synergy_Bliss=0.439, Synergy_Loewe=1.73, Synergy_HSA=3.46.